Dataset: Reaction yield outcomes from USPTO patents with 853,638 reactions. Task: Predict the reaction yield, written as a fraction of the theoretical maximum amount of product (1.0 means a 100% yield; for example, 0.34 means a 34% yield). (1) The reactants are [CH2:1]([C:5]1[N:6]=[C:7]([CH3:27])[NH:8][C:9](=[O:26])[C:10]=1[CH2:11][C:12]1[CH:17]=[CH:16][C:15]([C:18]2[C:19]([C:24]#[N:25])=[CH:20][CH:21]=[CH:22][CH:23]=2)=[CH:14][CH:13]=1)[CH2:2][CH2:3][CH3:4].C(=O)([O-])[O-].[Cs+].[Cs+].Br[CH2:35][C:36]([CH3:47])([CH3:46])[CH2:37][O:38][Si:39]([C:42]([CH3:45])([CH3:44])[CH3:43])([CH3:41])[CH3:40].CN(C)C(=O)C. The catalyst is C(OCC)(=O)C. The product is [CH2:1]([C:5]1[N:6]=[C:7]([CH3:27])[N:8]([CH2:35][C:36]([CH3:47])([CH3:46])[CH2:37][O:38][Si:39]([C:42]([CH3:45])([CH3:44])[CH3:43])([CH3:40])[CH3:41])[C:9](=[O:26])[C:10]=1[CH2:11][C:12]1[CH:17]=[CH:16][C:15]([C:18]2[C:19]([C:24]#[N:25])=[CH:20][CH:21]=[CH:22][CH:23]=2)=[CH:14][CH:13]=1)[CH2:2][CH2:3][CH3:4]. The yield is 0.270. (2) The reactants are [F:1][C:2]1[CH:7]=[C:6]([F:8])[C:5]([F:9])=[CH:4][C:3]=1[NH:10][C:11]1[O:15][C:14]([C:16]([NH:18][C:19]2[CH:20]=[CH:21][C:22]([N:25]3[CH2:30][CH2:29][CH:28]([CH2:31][C:32]([O:34]C)=[O:33])[CH2:27][CH2:26]3)=[N:23][CH:24]=2)=[O:17])=[N:13][N:12]=1.[OH-].[Li+].[ClH:38]. The catalyst is CO.C1COCC1. The product is [ClH:38].[F:1][C:2]1[CH:7]=[C:6]([F:8])[C:5]([F:9])=[CH:4][C:3]=1[NH:10][C:11]1[O:15][C:14]([C:16]([NH:18][C:19]2[CH:20]=[CH:21][C:22]([N:25]3[CH2:26][CH2:27][CH:28]([CH2:31][C:32]([OH:34])=[O:33])[CH2:29][CH2:30]3)=[N:23][CH:24]=2)=[O:17])=[N:13][N:12]=1. The yield is 0.870. (3) The reactants are [CH2:1]([O:8][C:9]([N:11]1[C@H:20]([C:21](O)=[O:22])[CH2:19][C:18]2[C:13](=[CH:14][CH:15]=[CH:16][CH:17]=2)[CH2:12]1)=[O:10])[C:2]1[CH:7]=[CH:6][CH:5]=[CH:4][CH:3]=1.ClC(N(C)C)=C(C)C.[F:32][C:33]1[CH:38]=[CH:37][CH:36]=[CH:35][C:34]=1[C@H:39]([NH:41][CH2:42][C:43]1[CH:52]=[CH:51][C:46]([C:47]([O:49][CH3:50])=[O:48])=[CH:45][CH:44]=1)[CH3:40].CCN(C(C)C)C(C)C. The catalyst is C(Cl)Cl. The product is [F:32][C:33]1[CH:38]=[CH:37][CH:36]=[CH:35][C:34]=1[C@H:39]([N:41]([CH2:42][C:43]1[CH:44]=[CH:45][C:46]([C:47]([O:49][CH3:50])=[O:48])=[CH:51][CH:52]=1)[C:21]([C@@H:20]1[CH2:19][C:18]2[C:13](=[CH:14][CH:15]=[CH:16][CH:17]=2)[CH2:12][N:11]1[C:9]([O:8][CH2:1][C:2]1[CH:7]=[CH:6][CH:5]=[CH:4][CH:3]=1)=[O:10])=[O:22])[CH3:40]. The yield is 0.920.